Dataset: Reaction yield outcomes from USPTO patents with 853,638 reactions. Task: Predict the reaction yield, written as a fraction of the theoretical maximum amount of product (1.0 means a 100% yield; for example, 0.34 means a 34% yield). (1) The reactants are OS(O)(=O)=O.[CH3:6][C:7]1[CH2:12][CH2:11][CH:10]([C:13]([OH:15])=[O:14])[CH2:9][CH:8]=1. The catalyst is Cl[Ti](Cl)(Cl)Cl. The product is [CH3:6][C:7]1[CH:8]=[CH:9][C:10]([C:13]([OH:15])=[O:14])=[CH:11][CH:12]=1. The yield is 0.790. (2) The reactants are [S:1]1[C:5]([C:6]2[C:14]3[C:9](=[CH:10][CH:11]=[C:12]([C:15](N)=[O:16])[CH:13]=3)[N:8](C3CCCCO3)[N:7]=2)=[CH:4][C:3]2[CH:24]=[CH:25][CH:26]=[CH:27][C:2]1=2.Cl.[OH-:29].[Na+].[CH3:31]O. No catalyst specified. The product is [S:1]1[C:5]([C:6]2[C:14]3[C:9](=[CH:10][CH:11]=[C:12]([C:15]([O:29][CH3:31])=[O:16])[CH:13]=3)[NH:8][N:7]=2)=[CH:4][C:3]2[CH:24]=[CH:25][CH:26]=[CH:27][C:2]1=2. The yield is 0.260. (3) The catalyst is C(#N)C. The product is [NH:1]1[C:5]2[CH:6]=[CH:7][CH:8]=[CH:9][C:4]=2[N:3]=[C:2]1[NH:10][C:11]([N:13]1[CH:17]=[CH:16][N:15]=[CH:14]1)=[S:12]. The yield is 0.770. The reactants are [NH:1]1[C:5]2[CH:6]=[CH:7][CH:8]=[CH:9][C:4]=2[N:3]=[C:2]1[NH2:10].[C:11](N1C=CN=C1)([N:13]1[CH:17]=[CH:16][N:15]=[CH:14]1)=[S:12]. (4) The reactants are [F:1][C:2]1[CH:3]=[C:4]([CH:12]([C:14]2[CH:19]=[CH:18][C:17]([F:20])=[CH:16][CH:15]=2)[NH2:13])[CH:5]=[C:6]([C:8]([F:11])([F:10])[F:9])[CH:7]=1.[CH:21](OC(=O)C)=[O:22].C(OC(=O)C)(=O)C.C(O)=O. The catalyst is C(Cl)Cl. The product is [F:1][C:2]1[CH:3]=[C:4]([CH:12]([C:14]2[CH:19]=[CH:18][C:17]([F:20])=[CH:16][CH:15]=2)[NH:13][CH:21]=[O:22])[CH:5]=[C:6]([C:8]([F:10])([F:11])[F:9])[CH:7]=1. The yield is 0.940. (5) The reactants are [I:1][C:2]1[CH:7]=[C:6]([N+:8]([O-])=O)[CH:5]=[C:4]([I:11])[CH:3]=1.O.O.Cl[Sn]Cl.[OH-].[Na+]. The catalyst is C(O)C. The product is [I:1][C:2]1[CH:7]=[C:6]([CH:5]=[C:4]([I:11])[CH:3]=1)[NH2:8]. The yield is 0.750. (6) The reactants are C([Si](C)(C)[O:6][C:7]1[CH:14]=[CH:13][C:10]([CH:11]=[O:12])=[C:9]([CH:15]([CH3:17])[CH3:16])[CH:8]=1)(C)(C)C.[F-].C([N+](CCCC)(CCCC)CCCC)CCC. The catalyst is C1COCC1. The product is [OH:6][C:7]1[CH:14]=[CH:13][C:10]([CH:11]=[O:12])=[C:9]([CH:15]([CH3:17])[CH3:16])[CH:8]=1. The yield is 0.960. (7) The reactants are [N+:1]([C:4]1[CH:9]=[CH:8][C:7]([C:10]2[S:11][C:12]3[CH:18]=[CH:17][CH:16]=[CH:15][C:13]=3[N:14]=2)=[CH:6][CH:5]=1)([O-])=O.O.O.[Sn](Cl)Cl. The catalyst is C(O)C. The product is [NH2:1][C:4]1[CH:5]=[CH:6][C:7]([C:10]2[S:11][C:12]3[CH:18]=[CH:17][CH:16]=[CH:15][C:13]=3[N:14]=2)=[CH:8][CH:9]=1. The yield is 0.970. (8) The reactants are [F:1][C:2]1[CH:7]=[CH:6][CH:5]=[C:4]([F:8])[C:3]=1[N:9]1[C:14]2[N:15]=[C:16](S(C)=O)[N:17]=[C:18]([C:19]3[CH:20]=[C:21]([CH:30]=[CH:31][C:32]=3[CH3:33])[C:22]([NH:24][C:25]3[S:26][CH:27]=[CH:28][N:29]=3)=[O:23])[C:13]=2[CH2:12][NH:11][C:10]1=[O:37].[CH3:38][N:39]([CH3:43])[CH2:40][CH2:41][NH2:42].C(N(CC)CC)C. The catalyst is ClCCl. The product is [F:1][C:2]1[CH:7]=[CH:6][CH:5]=[C:4]([F:8])[C:3]=1[N:9]1[C:14]2[N:15]=[C:16]([NH:42][CH2:41][CH2:40][N:39]([CH3:43])[CH3:38])[N:17]=[C:18]([C:19]3[CH:20]=[C:21]([CH:30]=[CH:31][C:32]=3[CH3:33])[C:22]([NH:24][C:25]3[S:26][CH:27]=[CH:28][N:29]=3)=[O:23])[C:13]=2[CH2:12][NH:11][C:10]1=[O:37]. The yield is 0.540.